Dataset: Reaction yield outcomes from USPTO patents with 853,638 reactions. Task: Predict the reaction yield, written as a fraction of the theoretical maximum amount of product (1.0 means a 100% yield; for example, 0.34 means a 34% yield). (1) The reactants are [NH2:1][C:2]1[C:11]([F:12])=[CH:10][CH:9]=[CH:8][C:3]=1[C:4]([NH:6][CH3:7])=[O:5].[Br:13][C:14]1[C:15](Cl)=[N:16][C:17]([Cl:20])=[N:18][CH:19]=1.C(N(CC)C(C)C)(C)C. The catalyst is CN1CCCC1=O. The product is [Br:13][C:14]1[C:15]([NH:1][C:2]2[C:11]([F:12])=[CH:10][CH:9]=[CH:8][C:3]=2[C:4]([NH:6][CH3:7])=[O:5])=[N:16][C:17]([Cl:20])=[N:18][CH:19]=1. The yield is 0.280. (2) The reactants are [F:1][C:2]1[CH:11]=[CH:10][C:5]([C:6]([O:8][CH3:9])=[O:7])=[CH:4][C:3]=1[N+:12]([O-])=O. The catalyst is [Pd].CCO. The product is [NH2:12][C:3]1[CH:4]=[C:5]([CH:10]=[CH:11][C:2]=1[F:1])[C:6]([O:8][CH3:9])=[O:7]. The yield is 0.970. (3) The reactants are Br[CH2:2][CH2:3][CH2:4][CH2:5][CH2:6][CH2:7][CH2:8][CH2:9][CH:10]=[CH:11][CH2:12][CH:13]=[CH:14][CH2:15][CH2:16][CH2:17][CH2:18][CH3:19].[C:20]([CH2:22][CH2:23][CH2:24][CH2:25][CH2:26][CH2:27][CH2:28][CH2:29][CH:30]=[CH:31][CH2:32][CH:33]=[CH:34][CH2:35][CH2:36][CH2:37][CH2:38][CH3:39])#N.CC[O:42]CC. The catalyst is II. The product is [CH3:19][CH2:18][CH2:17][CH2:16][CH2:15][CH:14]=[CH:13][CH2:12][CH:11]=[CH:10][CH2:9][CH2:8][CH2:7][CH2:6][CH2:5][CH2:4][CH2:3][CH2:2][C:20](=[O:42])[CH2:22][CH2:23][CH2:24][CH2:25][CH2:26][CH2:27][CH2:28][CH2:29][CH:30]=[CH:31][CH2:32][CH:33]=[CH:34][CH2:35][CH2:36][CH2:37][CH2:38][CH3:39]. The yield is 0.740. (4) The reactants are Cl.Cl.[C:3]([C:7]1[CH:12]=[C:11]([Cl:13])[CH:10]=[CH:9][C:8]=1[N:14]1[CH2:19][CH2:18][NH:17][CH2:16][CH2:15]1)([CH3:6])([CH3:5])[CH3:4].[CH2:20]([O:22][C:23](=[O:28])[CH2:24][C:25](O)=[O:26])[CH3:21].C(N(CC)CC)C.CCN=C=NCCCN(C)C.C1C=CC2N(O)N=NC=2C=1.C([O-])(O)=O.[Na+]. The catalyst is CN(C)C=O. The product is [C:3]([C:7]1[CH:12]=[C:11]([Cl:13])[CH:10]=[CH:9][C:8]=1[N:14]1[CH2:19][CH2:18][N:17]([C:25](=[O:26])[CH2:24][C:23]([O:22][CH2:20][CH3:21])=[O:28])[CH2:16][CH2:15]1)([CH3:6])([CH3:4])[CH3:5]. The yield is 0.870. (5) The catalyst is C1COCC1.CCOC(C)=O. The yield is 0.590. The reactants are [Br:1][C:2]1[C:3]2[C:4]3[CH2:19][CH2:18][N:17]([C:20]([O:22][C:23]([CH3:26])([CH3:25])[CH3:24])=[O:21])[CH2:16][CH2:15][C:5]=3[N:6]([CH2:11][C:12](O)=O)[C:7]=2[CH:8]=[CH:9][CH:10]=1.C(N(CC)CC)C.ClC(OCC(C)C)=O.[C:42]1([NH2:49])[CH:47]=[CH:46][CH:45]=[CH:44][C:43]=1[NH2:48].C(O)(=O)C. The product is [NH:48]1[C:43]2[CH:44]=[CH:45][CH:46]=[CH:47][C:42]=2[N:49]=[C:12]1[CH2:11][N:6]1[C:7]2[CH:8]=[CH:9][CH:10]=[C:2]([Br:1])[C:3]=2[C:4]2[CH2:19][CH2:18][N:17]([C:20]([O:22][C:23]([CH3:26])([CH3:25])[CH3:24])=[O:21])[CH2:16][CH2:15][C:5]1=2. (6) The reactants are C[O:2][CH:3](OC)[CH2:4][CH2:5][N:6]1[CH:11]=[C:10]([C:12]2[C:13]([Cl:19])=[N:14][CH:15]=[C:16]([F:18])[CH:17]=2)[C:9](=[O:20])[NH:8][C:7]1=[O:21]. The catalyst is C1COCC1. The product is [Cl:19][C:13]1[C:12]([C:10]2[C:9](=[O:20])[NH:8][C:7](=[O:21])[N:6]([CH2:5][CH2:4][CH:3]=[O:2])[CH:11]=2)=[CH:17][C:16]([F:18])=[CH:15][N:14]=1. The yield is 0.930. (7) The reactants are [CH3:1][S:2]([N:5]1[CH2:10][CH2:9][N:8]([C:11]2[CH:16]=[CH:15][C:14](/[CH:17]=[CH:18]/[C:19]3[C:27]4[C:22](=[CH:23][CH:24]=[CH:25][CH:26]=4)[NH:21][N:20]=3)=[C:13]([N+:28]([O-])=O)[CH:12]=2)[CH2:7][CH2:6]1)(=[O:4])=[O:3].[Sn].Cl.[OH-].[Na+]. The catalyst is C(O)C. The product is [NH:21]1[C:22]2[C:27](=[CH:26][CH:25]=[CH:24][CH:23]=2)[C:19](/[CH:18]=[CH:17]/[C:14]2[CH:15]=[CH:16][C:11]([N:8]3[CH2:7][CH2:6][N:5]([S:2]([CH3:1])(=[O:4])=[O:3])[CH2:10][CH2:9]3)=[CH:12][C:13]=2[NH2:28])=[N:20]1. The yield is 0.520. (8) The reactants are [CH2:1]([O:8][C:9]([NH:11][C@H:12]([C:16]([OH:18])=[O:17])[CH:13]([CH3:15])[CH3:14])=[O:10])[C:2]1[CH:7]=[CH:6][CH:5]=[CH:4][CH:3]=1.[CH3:19][C:20]([CH3:25])([CH2:23]O)[CH2:21][OH:22].C1(N=C=NC2CCCCC2)CCCCC1. The catalyst is CN(C)C1C=CN=CC=1.C(Cl)Cl. The product is [CH2:1]([O:8][C:9]([NH:11][C@H:12]([C:16]([O:18][CH2:19][C:20]([CH3:25])([CH3:23])[CH2:21][OH:22])=[O:17])[CH:13]([CH3:15])[CH3:14])=[O:10])[C:2]1[CH:3]=[CH:4][CH:5]=[CH:6][CH:7]=1. The yield is 0.870.